From a dataset of Reaction yield outcomes from USPTO patents with 853,638 reactions. Predict the reaction yield, written as a fraction of the theoretical maximum amount of product (1.0 means a 100% yield; for example, 0.34 means a 34% yield). The reactants are C([O:3][C:4]([C@:6]1([NH:23][C:24](=[O:34])[CH2:25][NH:26][C:27]([O:29][C:30]([CH3:33])([CH3:32])[CH3:31])=[O:28])[CH2:11][C@H:10]([S:12][C:13]2[NH:17][CH:16]=[N:15][N:14]=2)[C@@H:9]2[C@H:7]1[C@H:8]2[C:18]([O:20]CC)=[O:19])=[O:5])C.[OH-].[Li+]. The catalyst is O1CCCC1.O. The product is [C:30]([O:29][C:27]([NH:26][CH2:25][C:24]([NH:23][C@@:6]1([C:4]([OH:5])=[O:3])[CH2:11][C@H:10]([S:12][C:13]2[NH:17][CH:16]=[N:15][N:14]=2)[C@@H:9]2[C@H:7]1[C@H:8]2[C:18]([OH:20])=[O:19])=[O:34])=[O:28])([CH3:33])([CH3:31])[CH3:32]. The yield is 0.660.